Dataset: NCI-60 drug combinations with 297,098 pairs across 59 cell lines. Task: Regression. Given two drug SMILES strings and cell line genomic features, predict the synergy score measuring deviation from expected non-interaction effect. (1) Drug 1: CS(=O)(=O)C1=CC(=C(C=C1)C(=O)NC2=CC(=C(C=C2)Cl)C3=CC=CC=N3)Cl. Drug 2: CC12CCC3C(C1CCC2OP(=O)(O)O)CCC4=C3C=CC(=C4)OC(=O)N(CCCl)CCCl.[Na+]. Cell line: OVCAR3. Synergy scores: CSS=1.74, Synergy_ZIP=-2.20, Synergy_Bliss=-3.57, Synergy_Loewe=-4.47, Synergy_HSA=-4.31. (2) Drug 1: CC1=C(N=C(N=C1N)C(CC(=O)N)NCC(C(=O)N)N)C(=O)NC(C(C2=CN=CN2)OC3C(C(C(C(O3)CO)O)O)OC4C(C(C(C(O4)CO)O)OC(=O)N)O)C(=O)NC(C)C(C(C)C(=O)NC(C(C)O)C(=O)NCCC5=NC(=CS5)C6=NC(=CS6)C(=O)NCCC[S+](C)C)O. Drug 2: N.N.Cl[Pt+2]Cl. Cell line: HOP-62. Synergy scores: CSS=68.6, Synergy_ZIP=-2.41, Synergy_Bliss=-1.81, Synergy_Loewe=-9.66, Synergy_HSA=4.42. (3) Drug 1: CCN(CC)CCNC(=O)C1=C(NC(=C1C)C=C2C3=C(C=CC(=C3)F)NC2=O)C. Drug 2: B(C(CC(C)C)NC(=O)C(CC1=CC=CC=C1)NC(=O)C2=NC=CN=C2)(O)O. Cell line: MDA-MB-435. Synergy scores: CSS=48.4, Synergy_ZIP=0.725, Synergy_Bliss=1.41, Synergy_Loewe=-22.7, Synergy_HSA=-1.04. (4) Drug 1: CC1OCC2C(O1)C(C(C(O2)OC3C4COC(=O)C4C(C5=CC6=C(C=C35)OCO6)C7=CC(=C(C(=C7)OC)O)OC)O)O. Drug 2: C1=NC2=C(N=C(N=C2N1C3C(C(C(O3)CO)O)F)Cl)N. Cell line: CCRF-CEM. Synergy scores: CSS=78.4, Synergy_ZIP=0.165, Synergy_Bliss=-0.105, Synergy_Loewe=-2.59, Synergy_HSA=1.70.